Predict the reaction yield, written as a fraction of the theoretical maximum amount of product (1.0 means a 100% yield; for example, 0.34 means a 34% yield). From a dataset of Reaction yield outcomes from USPTO patents with 853,638 reactions. (1) The reactants are [H-].[Na+].[CH3:3][C:4]1[CH:12]=[C:11]2[C:7]([C:8](=[O:14])[C:9](=[O:13])[NH:10]2)=[CH:6][CH:5]=1.[CH3:15][O:16][C:17](=[O:26])[CH:18](Br)[CH2:19][CH:20]1[CH2:24][CH2:23][CH2:22][CH2:21]1. The catalyst is CN(C)C=O.O. The product is [CH3:15][O:16][C:17](=[O:26])[CH:18]([N:10]1[C:11]2[C:7](=[CH:6][CH:5]=[C:4]([CH3:3])[CH:12]=2)[C:8](=[O:14])[C:9]1=[O:13])[CH2:19][CH:20]1[CH2:21][CH2:22][CH2:23][CH2:24]1. The yield is 0.300. (2) The reactants are [CH2:1]([O:6][C:7](=[O:20])[CH2:8][CH2:9][CH2:10][CH2:11][C:12]([O:14][CH2:15][CH2:16][C:17]#[C:18][CH3:19])=[O:13])CC#CC.O(CC)CC. The catalyst is C1(C)C=CC=CC=1. The product is [O:6]1[CH2:1][CH2:19][C:18]#[C:17][CH2:16][CH2:15][O:14][C:12](=[O:13])[CH2:11][CH2:10][CH2:9][CH2:8][C:7]1=[O:20]. The yield is 0.920. (3) The reactants are [CH3:1][O:2][C:3]1[CH:8]=[C:7]([B:9]2[O:13][C:12]([CH3:15])([CH3:14])[C:11]([CH3:17])([CH3:16])[O:10]2)[CH:6]=[CH:5][C:4]=1[NH:18]C(=O)OC(C)(C)C.FC(F)(F)C(O)=O. The catalyst is ClCCl. The product is [CH3:1][O:2][C:3]1[CH:8]=[C:7]([B:9]2[O:13][C:12]([CH3:15])([CH3:14])[C:11]([CH3:17])([CH3:16])[O:10]2)[CH:6]=[CH:5][C:4]=1[NH2:18]. The yield is 0.675. (4) The yield is 0.760. The catalyst is O.C(Cl)Cl. The product is [N+:8]([C:3]1[CH:4]=[N:5][CH:6]=[CH:7][C:2]=1[NH:11][C@@H:12]1[CH2:13][CH2:14][C@H:15]([C:18]([O:20][CH3:21])=[O:19])[CH2:16][CH2:17]1)([O-:10])=[O:9]. The reactants are Cl[C:2]1[CH:7]=[CH:6][N:5]=[CH:4][C:3]=1[N+:8]([O-:10])=[O:9].[NH2:11][C@@H:12]1[CH2:17][CH2:16][C@H:15]([C:18]([O:20][CH2:21]C)=[O:19])[CH2:14][CH2:13]1.C(#N)C.CCN(C(C)C)C(C)C. (5) The reactants are C[O:2][C:3]([C:5]1[CH:6]=[C:7]([F:36])[CH:8]=[C:9]2[C:14]=1[NH:13][CH:12]([C:15]1[CH:20]=[CH:19][CH:18]=[C:17]([N:21]3[CH2:26][CH2:25][N:24]([C:27]4[CH:32]=[CH:31][CH:30]=[CH:29][C:28]=4[CH3:33])[CH2:23][CH2:22]3)[CH:16]=1)[C:11]([CH3:35])([CH3:34])[CH2:10]2)=[O:4].O.[OH-].[Li+].O.Cl. The catalyst is CO.O1CCCC1. The product is [F:36][C:7]1[CH:8]=[C:9]2[C:14](=[C:5]([C:3]([OH:4])=[O:2])[CH:6]=1)[NH:13][CH:12]([C:15]1[CH:20]=[CH:19][CH:18]=[C:17]([N:21]3[CH2:22][CH2:23][N:24]([C:27]4[CH:32]=[CH:31][CH:30]=[CH:29][C:28]=4[CH3:33])[CH2:25][CH2:26]3)[CH:16]=1)[C:11]([CH3:35])([CH3:34])[CH2:10]2. The yield is 0.520.